From a dataset of HIV replication inhibition screening data with 41,000+ compounds from the AIDS Antiviral Screen. Binary Classification. Given a drug SMILES string, predict its activity (active/inactive) in a high-throughput screening assay against a specified biological target. (1) The drug is O=C1C2C(C(=O)N1c1ccccc1)C1(Br)c3ccccc3C2(Br)C2C(=O)N(c3ccccc3)C(=O)C21. The result is 0 (inactive). (2) The drug is COC1=C2CC(OC)(C#CC=CC#CC2O)CC1(C)C. The result is 0 (inactive).